Dataset: Reaction yield outcomes from USPTO patents with 853,638 reactions. Task: Predict the reaction yield, written as a fraction of the theoretical maximum amount of product (1.0 means a 100% yield; for example, 0.34 means a 34% yield). (1) The reactants are [Cl:1][C:2]1[CH:23]=[C:22]([C:24]([NH:26][CH2:27][C:28]2[CH:36]=[CH:35][CH:34]=[C:33]3[C:29]=2[CH:30]=[N:31][N:32]3C2CCCCO2)=[O:25])[CH:21]=[CH:20][C:3]=1[C:4]([NH:6][C@H:7]([C:17]([OH:19])=[O:18])[CH2:8][NH:9][C:10]([C:12]1[S:13][CH:14]=[CH:15][CH:16]=1)=[O:11])=[O:5].[CH3:43]O. The catalyst is Cl. The product is [Cl:1][C:2]1[CH:23]=[C:22]([C:24]([NH:26][CH2:27][C:28]2[CH:36]=[CH:35][CH:34]=[C:33]3[C:29]=2[CH:30]=[N:31][NH:32]3)=[O:25])[CH:21]=[CH:20][C:3]=1[C:4]([NH:6][C@H:7]([C:17]([OH:19])=[O:18])[CH2:8][NH:9][C:10]([C:12]1[S:13][CH:14]=[CH:15][CH:16]=1)=[O:11])=[O:5].[Cl:1][C:2]1[CH:23]=[C:22]([C:24]([NH:26][CH2:27][C:28]2[CH:36]=[CH:35][CH:34]=[C:33]3[C:29]=2[CH:30]=[N:31][NH:32]3)=[O:25])[CH:21]=[CH:20][C:3]=1[C:4]([NH:6][C@H:7]([C:17]([O:19][CH3:43])=[O:18])[CH2:8][NH:9][C:10]([C:12]1[S:13][CH:14]=[CH:15][CH:16]=1)=[O:11])=[O:5]. The yield is 0.260. (2) The reactants are [CH2:1]([O:3][C:4](=[O:29])[CH2:5][C:6]1[CH:11]=[CH:10][C:9]([NH:12][C:13]([NH:15][C:16]2[S:17][C:18](Br)=[CH:19][N:20]=2)=[O:14])=[C:8]([C:22]([CH:24]2[CH2:28][CH2:27][CH2:26][CH2:25]2)=[O:23])[CH:7]=1)[CH3:2].[NH:30]1[CH:34]=[CH:33][N:32]=[C:31]1[SH:35]. No catalyst specified. The product is [CH2:1]([O:3][C:4](=[O:29])[CH2:5][C:6]1[CH:11]=[CH:10][C:9]([NH:12][C:13]([NH:15][C:16]2[S:17][C:18]([S:35][C:31]3[NH:30][CH:34]=[CH:33][N:32]=3)=[CH:19][N:20]=2)=[O:14])=[C:8]([C:22]([CH:24]2[CH2:28][CH2:27][CH2:26][CH2:25]2)=[O:23])[CH:7]=1)[CH3:2]. The yield is 0.240.